From a dataset of Peptide-MHC class II binding affinity with 134,281 pairs from IEDB. Regression. Given a peptide amino acid sequence and an MHC pseudo amino acid sequence, predict their binding affinity value. This is MHC class II binding data. (1) The peptide sequence is QNRMKLADCAVGFGS. The MHC is DRB1_0802 with pseudo-sequence DRB1_0802. The binding affinity (normalized) is 0.326. (2) The peptide sequence is EFVTLAAKFIIEEDS. The MHC is HLA-DQA10102-DQB10602 with pseudo-sequence HLA-DQA10102-DQB10602. The binding affinity (normalized) is 0.597. (3) The MHC is DRB1_0301 with pseudo-sequence DRB1_0301. The peptide sequence is EVAFGLVCATCEQIA. The binding affinity (normalized) is 0.331. (4) The peptide sequence is KDKTDIHRLEPVKCD. The MHC is DRB3_0202 with pseudo-sequence DRB3_0202. The binding affinity (normalized) is 0. (5) The peptide sequence is YFRNEQSIPPLIQKY. The MHC is HLA-DQA10301-DQB10302 with pseudo-sequence HLA-DQA10301-DQB10302. The binding affinity (normalized) is 0.380. (6) The peptide sequence is DLKYTYAFTKKVK. The MHC is DRB1_1501 with pseudo-sequence DRB1_1501. The binding affinity (normalized) is 0.194. (7) The peptide sequence is GITIKKTGQALVVGI. The binding affinity (normalized) is 0.420. The MHC is HLA-DPA10301-DPB10402 with pseudo-sequence HLA-DPA10301-DPB10402.